From a dataset of NCI-60 drug combinations with 297,098 pairs across 59 cell lines. Regression. Given two drug SMILES strings and cell line genomic features, predict the synergy score measuring deviation from expected non-interaction effect. (1) Drug 1: CC1=C(C=C(C=C1)NC2=NC=CC(=N2)N(C)C3=CC4=NN(C(=C4C=C3)C)C)S(=O)(=O)N.Cl. Drug 2: C1C(C(OC1N2C=NC3=C(N=C(N=C32)Cl)N)CO)O. Cell line: HS 578T. Synergy scores: CSS=2.93, Synergy_ZIP=3.85, Synergy_Bliss=7.60, Synergy_Loewe=5.10, Synergy_HSA=3.80. (2) Drug 1: CN(CC1=CN=C2C(=N1)C(=NC(=N2)N)N)C3=CC=C(C=C3)C(=O)NC(CCC(=O)O)C(=O)O. Drug 2: CC1=C(C(CCC1)(C)C)C=CC(=CC=CC(=CC(=O)O)C)C. Cell line: 786-0. Synergy scores: CSS=40.1, Synergy_ZIP=3.96, Synergy_Bliss=-1.17, Synergy_Loewe=-31.9, Synergy_HSA=-4.14. (3) Drug 1: CC12CCC3C(C1CCC2=O)CC(=C)C4=CC(=O)C=CC34C. Drug 2: CC(C)NC(=O)C1=CC=C(C=C1)CNNC.Cl. Cell line: RPMI-8226. Synergy scores: CSS=35.0, Synergy_ZIP=4.18, Synergy_Bliss=6.82, Synergy_Loewe=-3.40, Synergy_HSA=-2.20.